Dataset: NCI-60 drug combinations with 297,098 pairs across 59 cell lines. Task: Regression. Given two drug SMILES strings and cell line genomic features, predict the synergy score measuring deviation from expected non-interaction effect. (1) Drug 1: C1=C(C(=O)NC(=O)N1)N(CCCl)CCCl. Drug 2: CC1CCCC2(C(O2)CC(NC(=O)CC(C(C(=O)C(C1O)C)(C)C)O)C(=CC3=CSC(=N3)C)C)C. Cell line: SK-OV-3. Synergy scores: CSS=15.9, Synergy_ZIP=-4.41, Synergy_Bliss=-4.14, Synergy_Loewe=-3.65, Synergy_HSA=-3.57. (2) Drug 1: C1CC(=O)NC(=O)C1N2CC3=C(C2=O)C=CC=C3N. Drug 2: CS(=O)(=O)OCCCCOS(=O)(=O)C. Cell line: A549. Synergy scores: CSS=27.2, Synergy_ZIP=0.153, Synergy_Bliss=5.12, Synergy_Loewe=5.20, Synergy_HSA=5.27.